From a dataset of Peptide-MHC class II binding affinity with 134,281 pairs from IEDB. Regression. Given a peptide amino acid sequence and an MHC pseudo amino acid sequence, predict their binding affinity value. This is MHC class II binding data. (1) The peptide sequence is CGGTGKNTIVIPKGD. The MHC is DRB4_0101 with pseudo-sequence DRB4_0103. The binding affinity (normalized) is 0. (2) The peptide sequence is WLDAKSTWYGKPTAA. The MHC is DRB1_1602 with pseudo-sequence DRB1_1602. The binding affinity (normalized) is 0.289. (3) The peptide sequence is QKLMEDINVGFKAAV. The MHC is HLA-DPA10103-DPB10401 with pseudo-sequence HLA-DPA10103-DPB10401. The binding affinity (normalized) is 0.355.